This data is from Full USPTO retrosynthesis dataset with 1.9M reactions from patents (1976-2016). The task is: Predict the reactants needed to synthesize the given product. (1) The reactants are: [Cl:1]C1C=CC(C(CCC(O)=O)=O)=CC=1.CN(C=O)C.[CH3:20][N:21]([CH3:35])[C:22]1([C:29]2[CH:34]=[CH:33][CH:32]=[CH:31][CH:30]=2)[CH2:27][CH2:26][CH:25]([NH2:28])[CH2:24][CH2:23]1.ON1C2C=CC=CC=2N=N1.C(=O)([O-])[O-].[Na+].[Na+].Cl.[Cl:53][C:54]1[CH:59]=[CH:58][C:57]([C:60](=[O:81])[CH2:61][CH2:62][C:63](NC2CCC(N(C)C)(C3C=CC=CC=3)CC2)=[O:64])=[CH:56][CH:55]=1.Cl[Si](C)(C)C. Given the product [ClH:1].[Cl:53][C:54]1[CH:55]=[CH:56][C:57]([C:60](=[O:81])[CH2:61][CH2:62][C:63]([NH:28][CH:25]2[CH2:26][CH2:27][C:22]([N:21]([CH3:35])[CH3:20])([C:29]3[CH:34]=[CH:33][CH:32]=[CH:31][CH:30]=3)[CH2:23][CH2:24]2)=[O:64])=[CH:58][CH:59]=1, predict the reactants needed to synthesize it. (2) Given the product [F:1][C:2]([F:10])([F:11])[C:3]1[CH:8]=[CH:7][CH:6]=[CH:5][C:4]=1[O:9][CH:19]1[CH2:22][CH2:21][C:20]1=[O:23], predict the reactants needed to synthesize it. The reactants are: [F:1][C:2]([F:11])([F:10])[C:3]1[CH:8]=[CH:7][CH:6]=[CH:5][C:4]=1[OH:9].C(=O)([O-])[O-].[Cs+].[Cs+].Br[CH:19]1[CH2:22][CH2:21][C:20]1=[O:23]. (3) Given the product [ClH:20].[Cl:20][CH2:16][C@H:10]1[CH2:11][CH2:12][C@@H:13]([CH2:22][Cl:25])[N:9]1[C:4]1[CH:5]=[CH:6][CH:7]=[CH:8][C:3]=1[O:2][CH3:1], predict the reactants needed to synthesize it. The reactants are: [CH3:1][O:2][C:3]1[CH:8]=[CH:7][CH:6]=[CH:5][C:4]=1[N:9]1[C@H:13](CO)[CH2:12][CH2:11][C@@H:10]1[CH2:16]O.S(Cl)([Cl:20])=O.[CH:22]([Cl:25])(Cl)Cl.